This data is from Catalyst prediction with 721,799 reactions and 888 catalyst types from USPTO. The task is: Predict which catalyst facilitates the given reaction. (1) Reactant: C([O:8][C:9]1[C:10]2[N:11]([N:16]=[CH:17][C:18]=2C(OC)=O)[CH:12]=[C:13]([Cl:15])[CH:14]=1)C1C=CC=CC=1.CC(O)=O.Br.[OH-].[Na+]. Product: [Cl:15][C:13]1[CH:14]=[C:9]([OH:8])[C:10]2[N:11]([N:16]=[CH:17][CH:18]=2)[CH:12]=1. The catalyst class is: 201. (2) Product: [CH3:5][C:2]([C:6]1[CH:7]=[CH:8][C:9]([B:12]2[O:16][C:15]([CH3:18])([CH3:17])[C:14]([CH3:20])([CH3:19])[O:13]2)=[CH:10][CH:11]=1)([CH3:1])[CH2:3][NH:4][C:28](=[O:29])[O:30][C:31]([CH3:34])([CH3:33])[CH3:32]. The catalyst class is: 2. Reactant: [CH3:1][C:2]([C:6]1[CH:11]=[CH:10][C:9]([B:12]2[O:16][C:15]([CH3:18])([CH3:17])[C:14]([CH3:20])([CH3:19])[O:13]2)=[CH:8][CH:7]=1)([CH3:5])[CH2:3][NH2:4].CCN(CC)CC.[C:28](O[C:28]([O:30][C:31]([CH3:34])([CH3:33])[CH3:32])=[O:29])([O:30][C:31]([CH3:34])([CH3:33])[CH3:32])=[O:29]. (3) Reactant: [Br:1][C:2]1[CH:3]=[C:4]2[C:8](=[CH:9][CH:10]=1)[NH:7][C:6](=[O:11])[CH:5]2[C:12]1[C:13]2[C:14](=[N:18][N:19]([CH2:21][CH2:22][CH3:23])[CH:20]=2)[N:15]=[CH:16][N:17]=1.C[Si]([N-][Si](C)(C)C)(C)C.[Na+].[O-]S(C(F)(F)[F:39])(=O)=O.F[N+]1C(C)=CC(C)=CC=1C. Product: [Br:1][C:2]1[CH:3]=[C:4]2[C:8](=[CH:9][CH:10]=1)[NH:7][C:6](=[O:11])[C:5]2([F:39])[C:12]1[C:13]2[C:14](=[N:18][N:19]([CH2:21][CH2:22][CH3:23])[CH:20]=2)[N:15]=[CH:16][N:17]=1. The catalyst class is: 523. (4) Reactant: [C:1]([NH2:5])([CH3:4])([CH3:3])[CH3:2].[N+:6]([C:9]1[CH:16]=[C:15]([N+:17]([O-:19])=[O:18])[CH:14]=[CH:13][C:10]=1[CH:11]=O)([O-])=O. Product: [C:1]([N:5]1[CH:11]=[C:10]2[C:9]([CH:16]=[C:15]([N+:17]([O-:19])=[O:18])[CH:14]=[CH:13]2)=[N:6]1)([CH3:4])([CH3:3])[CH3:2]. The catalyst class is: 8. (5) Reactant: [C:1]([N:4]1[C:13]2[C:8](=[CH:9][C:10](Br)=[CH:11][CH:12]=2)[N:7]([C:15]([O:17][CH:18]2[CH2:21][CH2:20][CH2:19]2)=[O:16])[CH2:6][C@@H:5]1[CH3:22])(=[O:3])[CH3:2].C[C:24]1(C)[CH2:28][N:27](C([O-])=O)[N:26](C)[C:25]1(C)B1OCCO1.C(=O)([O-])[O-].[Cs+].[Cs+].O1CCOCC1. Product: [C:1]([N:4]1[C:13]2[C:8](=[CH:9][C:10]([C:24]3[CH:25]=[N:26][NH:27][CH:28]=3)=[CH:11][CH:12]=2)[N:7]([C:15]([O:17][CH:18]2[CH2:21][CH2:20][CH2:19]2)=[O:16])[CH2:6][C@@H:5]1[CH3:22])(=[O:3])[CH3:2]. The catalyst class is: 84. (6) Reactant: [Cl:1][C:2]1[CH:3]=[C:4]([CH:11]=[CH:12][C:13]=1[Cl:14])[CH:5]=[CH:6][C:7]([O:9][CH3:10])=[O:8].CO[CH2:17][N:18]([CH2:24][C:25]1[CH:30]=[CH:29][CH:28]=[CH:27][CH:26]=1)[CH2:19][Si](C)(C)C.FC(F)(F)C(O)=O.C(OCC)(=O)C. The catalyst class is: 11. Product: [CH2:24]([N:18]1[CH2:19][C@H:5]([C:4]2[CH:11]=[CH:12][C:13]([Cl:14])=[C:2]([Cl:1])[CH:3]=2)[C@@H:6]([C:7]([O:9][CH3:10])=[O:8])[CH2:17]1)[C:25]1[CH:30]=[CH:29][CH:28]=[CH:27][CH:26]=1.